Dataset: Forward reaction prediction with 1.9M reactions from USPTO patents (1976-2016). Task: Predict the product of the given reaction. Given the reactants C([SiH](CC)CC)C.FC(F)(F)C(O)=O.O[CH:16]([C:27]1[C:28]([C:38]2[CH:43]=[CH:42][CH:41]=[CH:40][C:39]=2[C:44]([F:47])([F:46])[F:45])=[N:29][N:30]2[CH:35]=[C:34]([O:36][CH3:37])[CH:33]=[CH:32][C:31]=12)[C:17]1[N:22]=[C:21]([C:23]([O:25][CH3:26])=[O:24])[CH:20]=[CH:19][CH:18]=1.C(=O)(O)[O-].[Na+], predict the reaction product. The product is: [CH3:37][O:36][C:34]1[CH:33]=[CH:32][C:31]2[N:30]([N:29]=[C:28]([C:38]3[CH:43]=[CH:42][CH:41]=[CH:40][C:39]=3[C:44]([F:46])([F:45])[F:47])[C:27]=2[CH2:16][C:17]2[N:22]=[C:21]([C:23]([O:25][CH3:26])=[O:24])[CH:20]=[CH:19][CH:18]=2)[CH:35]=1.